This data is from Forward reaction prediction with 1.9M reactions from USPTO patents (1976-2016). The task is: Predict the product of the given reaction. (1) Given the reactants [N:1]1[C:10]2[NH:9][C:8]3[CH:11]=[C:12]([CH2:15]O)[CH:13]=[CH:14][C:7]=3[S:6][C:5]=2[N:4]=[CH:3][CH:2]=1.N1C=CC=CC=1.CS([Cl:27])(=O)=O.C(Cl)Cl.C(=O)([O-])O.[Na+], predict the reaction product. The product is: [Cl:27][CH2:15][C:12]1[CH:13]=[CH:14][C:7]2[S:6][C:5]3[N:4]=[CH:3][CH:2]=[N:1][C:10]=3[NH:9][C:8]=2[CH:11]=1. (2) Given the reactants [F:1][C:2]1[C:10]2[N:9]=[CH:8][N:7]([CH:11]3[CH2:16][CH2:15][CH2:14][CH2:13][O:12]3)[C:6]=2[CH:5]=[CH:4][C:3]=1[CH:17]=[N:18]O.C([O-])=O.[NH4+], predict the reaction product. The product is: [F:1][C:2]1[C:10]2[N:9]=[CH:8][N:7]([CH:11]3[CH2:16][CH2:15][CH2:14][CH2:13][O:12]3)[C:6]=2[CH:5]=[CH:4][C:3]=1[CH2:17][NH2:18]. (3) Given the reactants [Cl:1][C:2]1[C:8]([O:9][CH:10]([CH3:12])[CH3:11])=[CH:7][C:5]([NH2:6])=[C:4]([F:13])[CH:3]=1.C([N:16]([CH2:19][CH3:20])[CH2:17][CH3:18])C.ClC(Cl)(O[C:25](=[O:31])OC(Cl)(Cl)Cl)Cl.[C:33](OCC)(=[O:35])[CH3:34], predict the reaction product. The product is: [Cl:1][C:2]1[C:8]([O:9][CH:10]([CH3:11])[CH3:12])=[CH:7][C:5]([N:6]2[C:33](=[O:35])[CH:34]=[C:19]3[CH2:20][CH2:18][CH2:17][N:16]3[C:25]2=[O:31])=[C:4]([F:13])[CH:3]=1. (4) Given the reactants [C:1]([C:3]1[C:7]2[CH:8]=[C:9]([CH:26]3[CH2:28][CH2:27]3)[C:10]([N:12]([CH2:17][C:18]3[CH:23]=[CH:22][C:21]([O:24][CH3:25])=[CH:20][CH:19]=3)[S:13]([CH3:16])(=[O:15])=[O:14])=[CH:11][C:6]=2[O:5][C:4]=1[C:29]1[CH:34]=[CH:33][C:32]([F:35])=[CH:31][CH:30]=1)#[N:2].[NH2:36][OH:37], predict the reaction product. The product is: [CH:26]1([C:9]2[C:10]([N:12]([CH2:17][C:18]3[CH:19]=[CH:20][C:21]([O:24][CH3:25])=[CH:22][CH:23]=3)[S:13]([CH3:16])(=[O:15])=[O:14])=[CH:11][C:6]3[O:5][C:4]([C:29]4[CH:30]=[CH:31][C:32]([F:35])=[CH:33][CH:34]=4)=[C:3]([C:1](=[N:36][OH:37])[NH2:2])[C:7]=3[CH:8]=2)[CH2:28][CH2:27]1. (5) Given the reactants [N+:1]([C:4]1[C:5](O)=[N:6][CH:7]=[C:8]([Cl:10])[CH:9]=1)([O-:3])=[O:2].P(Cl)(Cl)(Cl)=O.C(=O)(O)[O-].[Na+].[Cu][C:23]#[N:24], predict the reaction product. The product is: [Cl:10][C:8]1[CH:9]=[C:4]([N+:1]([O-:3])=[O:2])[C:5]([C:23]#[N:24])=[N:6][CH:7]=1. (6) Given the reactants Br.[Cl:2][C:3]1[CH:8]=[CH:7][C:6]([OH:9])=[C:5]([CH:10]2[CH2:15][CH2:14][NH:13][CH2:12][CH2:11]2)[CH:4]=1.C(N(C(C)C)C(C)C)C.[C:25](O[C:25]([O:27][C:28]([CH3:31])([CH3:30])[CH3:29])=[O:26])([O:27][C:28]([CH3:31])([CH3:30])[CH3:29])=[O:26].O, predict the reaction product. The product is: [Cl:2][C:3]1[CH:8]=[CH:7][C:6]([OH:9])=[C:5]([CH:10]2[CH2:11][CH2:12][N:13]([C:25]([O:27][C:28]([CH3:31])([CH3:30])[CH3:29])=[O:26])[CH2:14][CH2:15]2)[CH:4]=1. (7) Given the reactants [C:1]([O:5][C:6](=[O:16])[NH:7][CH2:8][C:9]1[CH:14]=[CH:13][CH:12]=[C:11](I)[CH:10]=1)([CH3:4])([CH3:3])[CH3:2].C([Sn](CCCC)(CCCC)[C:22]1[CH:27]=[CH:26][CH:25]=[CH:24][N:23]=1)CCC, predict the reaction product. The product is: [C:1]([O:5][C:6](=[O:16])[NH:7][CH2:8][C:9]1[CH:14]=[CH:13][CH:12]=[C:11]([C:22]2[CH:27]=[CH:26][CH:25]=[CH:24][N:23]=2)[CH:10]=1)([CH3:4])([CH3:3])[CH3:2].